Dataset: Forward reaction prediction with 1.9M reactions from USPTO patents (1976-2016). Task: Predict the product of the given reaction. (1) Given the reactants [Cl:1][C:2]1[CH:26]=[CH:25][C:5]([C:6]([NH:8][CH:9]([CH2:13][C:14]2[C:23]3[C:18](=[CH:19][CH:20]=[CH:21][CH:22]=3)[NH:17][C:16](=[O:24])[CH:15]=2)[C:10]([OH:12])=[S:11])=[O:7])=[CH:4][CH:3]=1.Br[CH:28]1[CH2:33][CH2:32][CH2:31][CH2:30][CH2:29]1, predict the reaction product. The product is: [Cl:1][C:2]1[CH:3]=[CH:4][C:5]([C:6]([NH:8][CH:9]([CH2:13][C:14]2[C:23]3[C:18](=[CH:19][CH:20]=[CH:21][CH:22]=3)[NH:17][C:16](=[O:24])[CH:15]=2)[C:10]([S:11][CH:28]2[CH2:33][CH2:32][CH2:31][CH2:30][CH2:29]2)=[O:12])=[O:7])=[CH:25][CH:26]=1. (2) Given the reactants C[Si](Cl)(C)C.[I-].[Na+].C(#N)C.O[CH:12]([C:31]1[CH:43]=[CH:42][C:34]([O:35][CH2:36][C:37]([O:39][CH2:40][CH3:41])=[O:38])=[C:33]([CH3:44])[CH:32]=1)[CH2:13][CH2:14][C:15]1[S:19][C:18]([C:20]2[CH:25]=[CH:24][C:23]([C:26]([F:29])([F:28])[F:27])=[CH:22][CH:21]=2)=[N:17][C:16]=1[CH3:30], predict the reaction product. The product is: [CH2:40]([O:39][C:37](=[O:38])[CH2:36][O:35][C:34]1[CH:42]=[CH:43][C:31]([CH2:12][CH2:13][CH2:14][C:15]2[S:19][C:18]([C:20]3[CH:21]=[CH:22][C:23]([C:26]([F:28])([F:27])[F:29])=[CH:24][CH:25]=3)=[N:17][C:16]=2[CH3:30])=[CH:32][C:33]=1[CH3:44])[CH3:41].